Dataset: Full USPTO retrosynthesis dataset with 1.9M reactions from patents (1976-2016). Task: Predict the reactants needed to synthesize the given product. (1) Given the product [CH3:1][O:2][C:3](=[O:12])[C:4]1[CH:9]=[CH:8][C:7]([CH2:10][N:17]=[N+:18]=[N-:19])=[N:6][CH:5]=1, predict the reactants needed to synthesize it. The reactants are: [CH3:1][O:2][C:3](=[O:12])[C:4]1[CH:9]=[CH:8][C:7]([CH2:10]Cl)=[N:6][CH:5]=1.CS(C)=O.[N-:17]=[N+:18]=[N-:19].[Na+].C(=O)([O-])[O-].[Na+].[Na+]. (2) Given the product [CH3:1][C:2]1[CH:7]=[CH:6][C:5]([S:8]([O:11][CH2:12][C@@H:13]2[O:17][C:16](=[O:18])[N:15]([CH:19]3[CH2:20][CH2:21][CH2:22][CH2:23]3)[CH2:14]2)(=[O:10])=[O:9])=[CH:4][CH:3]=1, predict the reactants needed to synthesize it. The reactants are: [CH3:1][C:2]1[CH:7]=[CH:6][C:5]([S:8]([O:11][CH2:12][CH:13]2[O:17][C:16](=[O:18])[N:15]([CH2:19][C:20]3C=C[C:23](F)=[CH:22][CH:21]=3)[CH2:14]2)(=[O:10])=[O:9])=[CH:4][CH:3]=1.C1(N2CC(CO)OC2=O)CCCC1.FC1C=CC(CN2CC(CO)OC2=O)=CC=1. (3) Given the product [NH2:15][C:13]1[N:12]=[C:11]2[C:7]([N:8]=[CH:9][N:10]2[C:21]([NH:20][CH2:16][CH2:17][CH2:18][CH3:19])=[O:22])=[C:6]([C:2]2[O:1][CH:5]=[CH:4][CH:3]=2)[N:14]=1, predict the reactants needed to synthesize it. The reactants are: [O:1]1[CH:5]=[CH:4][CH:3]=[C:2]1[C:6]1[NH:14][C:13]([NH2:15])=[N:12][C:11]2[C:7]=1[N:8]=[CH:9][N:10]=2.[CH2:16]([N:20]=[C:21]=[O:22])[CH2:17][CH2:18][CH3:19]. (4) Given the product [C:8]([O:7][C:6]([NH:5][CH2:4][C:3]1[CH:13]=[C:14]([N:37]([CH3:38])[CH3:36])[CH:15]=[CH:16][C:2]=1[C:21]1[S:25][C:24]([C:26]([OH:28])=[O:27])=[CH:23][CH:22]=1)=[O:12])([CH3:9])([CH3:10])[CH3:11], predict the reactants needed to synthesize it. The reactants are: Br[C:2]1[CH:16]=[CH:15][C:14](OC)=[CH:13][C:3]=1[CH2:4][NH:5][C:6](=[O:12])[O:7][C:8]([CH3:11])([CH3:10])[CH3:9].OB(O)[C:21]1[S:25][C:24]([C:26]([OH:28])=[O:27])=[CH:23][CH:22]=1.C(=O)([O-])[O-].[Cs+].[Cs+].[CH3:36][N:37](C=O)[CH3:38]. (5) Given the product [OH:23][N:25]=[C:12]([C:21]1[CH:20]=[CH:19][CH:18]=[CH:17][C:16]=1[CH2:15][CH2:14][NH:13][CH3:22])[C:10]([O:9][CH2:7][CH3:8])=[O:11], predict the reactants needed to synthesize it. The reactants are: COS([O-])(=O)=O.[CH2:7]([O:9][C:10]([C:12]1[C:21]2[C:16](=[CH:17][CH:18]=[CH:19][CH:20]=2)[CH2:15][CH2:14][N+:13]=1[CH3:22])=[O:11])[CH3:8].[OH2:23].Cl.[NH2:25]O.[OH-].[Na+]. (6) The reactants are: [NH2:1][C:2]1[N:10]=[C:9]2[C:5]([N:6]([CH2:18][O:19][CH2:20][CH2:21][Si:22]([CH3:25])([CH3:24])[CH3:23])[C:7](=[O:17])[N:8]2[CH:11]2[CH2:16][CH2:15][O:14][CH2:13][CH2:12]2)=[C:4](Cl)[N:3]=1.[CH3:27][O:28][CH2:29][CH2:30][OH:31].C(=O)([O-])[O-].[Cs+].[Cs+].C(OCC)(=O)C. Given the product [NH2:1][C:2]1[N:10]=[C:9]2[C:5]([N:6]([CH2:18][O:19][CH2:20][CH2:21][Si:22]([CH3:25])([CH3:24])[CH3:23])[C:7](=[O:17])[N:8]2[CH:11]2[CH2:16][CH2:15][O:14][CH2:13][CH2:12]2)=[C:4]([O:31][CH2:30][CH2:29][O:28][CH3:27])[N:3]=1, predict the reactants needed to synthesize it.